This data is from Reaction yield outcomes from USPTO patents with 853,638 reactions. The task is: Predict the reaction yield, written as a fraction of the theoretical maximum amount of product (1.0 means a 100% yield; for example, 0.34 means a 34% yield). (1) The reactants are [OH:1][C:2]1[CH:7]=[CH:6][CH:5]=[CH:4][C:3]=1[S:8][CH3:9].F[C:11]1[CH:16]=[CH:15][C:14](F)=[CH:13][C:12]=1[N+:18]([O-:20])=[O:19].[F:21][C:22]1[CH:28]=[CH:27][C:25]([NH2:26])=[C:24]([O:29][C:30]2[CH:35]=[CH:34][CH:33]=[CH:32][C:31]=2[S:36][CH3:37])[CH:23]=1.[NH2:38][C:39]1[S:40][CH:41]=[CH:42][N:43]=1. No catalyst specified. The product is [F:21][C:15]1[CH:14]=[CH:13][C:12]([N+:18]([O-:20])=[O:19])=[C:11]([O:1][C:2]2[CH:7]=[CH:6][CH:5]=[CH:4][C:3]=2[S:8][CH3:9])[CH:16]=1.[F:21][C:22]1[CH:28]=[CH:27][C:25]([NH:26][C:2]([NH:38][C:39]2[S:40][CH:41]=[CH:42][N:43]=2)=[O:1])=[C:24]([O:29][C:30]2[CH:35]=[CH:34][CH:33]=[CH:32][C:31]=2[S:36][CH3:37])[CH:23]=1. The yield is 0.680. (2) The reactants are [Cl:1][C:2]1[CH:7]=[CH:6][C:5]([C:8]2[S:9][CH:10]=[C:11]([CH3:13])[CH:12]=2)=[CH:4][CH:3]=1.[Li]C(C)(C)C.[C:19](=[O:21])=[O:20]. The catalyst is C1COCC1.O. The product is [Cl:1][C:2]1[CH:3]=[CH:4][C:5]([C:8]2[S:9][C:10]([C:19]([OH:21])=[O:20])=[C:11]([CH3:13])[CH:12]=2)=[CH:6][CH:7]=1. The yield is 0.740.